Dataset: Full USPTO retrosynthesis dataset with 1.9M reactions from patents (1976-2016). Task: Predict the reactants needed to synthesize the given product. (1) Given the product [CH2:1]([O:3][C:4](=[O:33])[CH2:5][N:6]1[C:14]2[CH2:13][CH2:12][CH2:11][C@@H:10]([N:15]([S:17]([C:20]3[CH:25]=[C:24]([C:26]([F:29])([F:27])[F:28])[CH:23]=[C:22]([S:30]([CH2:31][CH3:32])=[O:42])[CH:21]=3)(=[O:19])=[O:18])[CH3:16])[C:9]=2[CH:8]=[N:7]1)[CH3:2], predict the reactants needed to synthesize it. The reactants are: [CH2:1]([O:3][C:4](=[O:33])[CH2:5][N:6]1[C:14]2[CH2:13][CH2:12][CH2:11][C@@H:10]([N:15]([S:17]([C:20]3[CH:25]=[C:24]([C:26]([F:29])([F:28])[F:27])[CH:23]=[C:22]([S:30][CH2:31][CH3:32])[CH:21]=3)(=[O:19])=[O:18])[CH3:16])[C:9]=2[CH:8]=[N:7]1)[CH3:2].ClC1C=C(C(OO)=[O:42])C=CC=1. (2) Given the product [CH:1]1([CH2:4][C:5]([NH:9][NH:8][C:10]2[N:11]=[N:12][CH:13]=[C:14]([N:20]3[CH2:25][CH2:24][CH:23]([C:26]4[CH:31]=[CH:30][CH:29]=[CH:28][CH:27]=4)[CH2:22][CH2:21]3)[C:15]=2[C:16]([F:18])([F:19])[F:17])=[O:6])[CH2:3][CH2:2]1, predict the reactants needed to synthesize it. The reactants are: [CH:1]1([CH2:4][C:5](Cl)=[O:6])[CH2:3][CH2:2]1.[NH:8]([C:10]1[N:11]=[N:12][CH:13]=[C:14]([N:20]2[CH2:25][CH2:24][CH:23]([C:26]3[CH:31]=[CH:30][CH:29]=[CH:28][CH:27]=3)[CH2:22][CH2:21]2)[C:15]=1[C:16]([F:19])([F:18])[F:17])[NH2:9]. (3) Given the product [C:1]1([N:7]2[C:11]([C:12]3[CH:17]=[CH:16][CH:15]=[C:14]([CH2:18][CH2:19][CH3:20])[CH:13]=3)=[CH:10][C:9]([NH:21][C:34]([C:29]34[CH2:30][CH:31]3[C:32](=[O:33])[N:27]([CH2:26][C:25]3[CH:37]=[CH:38][C:39]([O:41][CH3:42])=[CH:40][C:24]=3[O:23][CH3:22])[CH2:28]4)=[O:35])=[N:8]2)[CH:6]=[CH:5][CH:4]=[CH:3][CH:2]=1, predict the reactants needed to synthesize it. The reactants are: [C:1]1([N:7]2[C:11]([C:12]3[CH:17]=[CH:16][CH:15]=[C:14]([CH2:18][CH2:19][CH3:20])[CH:13]=3)=[CH:10][C:9]([NH2:21])=[N:8]2)[CH:6]=[CH:5][CH:4]=[CH:3][CH:2]=1.[CH3:22][O:23][C:24]1[CH:40]=[C:39]([O:41][CH3:42])[CH:38]=[CH:37][C:25]=1[CH2:26][N:27]1[C:32](=[O:33])[CH:31]2[C:29]([C:34](O)=[O:35])([CH2:30]2)[CH2:28]1.CCN=C=NCCCN(C)C.Cl.C(N(C(C)C)CC)(C)C.CN(C(ON1N=NC2C=CC=NC1=2)=[N+](C)C)C.F[P-](F)(F)(F)(F)F. (4) Given the product [C:15]([C:5]1[CH:6]=[C:7]([CH:13]=[CH:14][C:4]=1[OH:20])[C:8]([O:10][CH2:11][CH3:12])=[O:9])#[N:16], predict the reactants needed to synthesize it. The reactants are: [N+]([C:4]1[CH:14]=[CH:13][C:7]([C:8]([O:10][CH2:11][CH3:12])=[O:9])=[CH:6][CH:5]=1)([O-])=O.[C-:15]#[N:16].[K+].CS(C)=[O:20]. (5) Given the product [Br:9][C:32]([C:4]1[CH:3]=[N:8][CH:7]=[N:6][CH:5]=1)=[CH2:22], predict the reactants needed to synthesize it. The reactants are: C([C:3]1[N:8]=[CH:7][N:6]=[CH:5][CH:4]=1)=C.[Br:9]Br.N1([CH:22]2[CH2:32]CCCCCCCCC2)CCCN=CCCCCC1. (6) Given the product [F:1][C:2]1[CH:11]=[CH:10][C:9]2[N:8]=[CH:7][C:6](=[O:12])[N:5]3[CH:15]([CH2:16][N:17]4[CH2:22][CH2:21][CH:20]([NH:23][C:24](=[O:30])[O:25][C:26]([CH3:29])([CH3:28])[CH3:27])[CH2:19][CH2:18]4)[CH2:14][C:3]=1[C:4]=23, predict the reactants needed to synthesize it. The reactants are: [F:1][C:2]1[C:3]([CH2:14][CH:15](O)[CH2:16][N:17]2[CH2:22][CH2:21][CH:20]([NH:23][C:24](=[O:30])[O:25][C:26]([CH3:29])([CH3:28])[CH3:27])[CH2:19][CH2:18]2)=[C:4]2[C:9](=[CH:10][CH:11]=1)[N:8]=[CH:7][C:6]([O:12]C)=[N:5]2.CS(OS(C)(=O)=O)(=O)=O.C(N(C(C)C)CC)(C)C.O.